This data is from Merck oncology drug combination screen with 23,052 pairs across 39 cell lines. The task is: Regression. Given two drug SMILES strings and cell line genomic features, predict the synergy score measuring deviation from expected non-interaction effect. (1) Drug 1: CC(=O)OC1C(=O)C2(C)C(O)CC3OCC3(OC(C)=O)C2C(OC(=O)c2ccccc2)C2(O)CC(OC(=O)C(O)C(NC(=O)c3ccccc3)c3ccccc3)C(C)=C1C2(C)C. Drug 2: N#Cc1ccc(Cn2cncc2CN2CCN(c3cccc(Cl)c3)C(=O)C2)cc1. Cell line: COLO320DM. Synergy scores: synergy=1.76. (2) Drug 1: CN1C(=O)C=CC2(C)C3CCC4(C)C(NC(=O)OCC(F)(F)F)CCC4C3CCC12. Drug 2: CCC1(O)CC2CN(CCc3c([nH]c4ccccc34)C(C(=O)OC)(c3cc4c(cc3OC)N(C)C3C(O)(C(=O)OC)C(OC(C)=O)C5(CC)C=CCN6CCC43C65)C2)C1. Cell line: COLO320DM. Synergy scores: synergy=-1.68. (3) Drug 1: CCC1(O)CC2CN(CCc3c([nH]c4ccccc34)C(C(=O)OC)(c3cc4c(cc3OC)N(C)C3C(O)(C(=O)OC)C(OC(C)=O)C5(CC)C=CCN6CCC43C65)C2)C1. Drug 2: O=C(O)C1(Cc2cccc(Nc3nccs3)n2)CCC(Oc2cccc(Cl)c2F)CC1. Cell line: SW837. Synergy scores: synergy=36.3.